Task: Predict the reactants needed to synthesize the given product.. Dataset: Full USPTO retrosynthesis dataset with 1.9M reactions from patents (1976-2016) (1) Given the product [Cl:15][C:16]1[CH:17]=[C:18]([C:24]2[CH:25]=[CH:26][C:27]([C:30]([NH:32][CH2:33][CH2:34][C:35]([O:37][CH2:38][CH3:39])=[O:36])=[O:31])=[N:28][CH:29]=2)[CH:19]=[C:20]([CH2:22][NH:53][C:50]2[CH:49]=[CH:48][C:47]([C:44]3[CH:45]=[CH:46][C:41]([F:40])=[CH:42][CH:43]=3)=[CH:52][CH:51]=2)[CH:21]=1, predict the reactants needed to synthesize it. The reactants are: [BH-](OC(C)=O)(OC(C)=O)OC(C)=O.[Na+].[Cl:15][C:16]1[CH:17]=[C:18]([C:24]2[CH:25]=[CH:26][C:27]([C:30]([NH:32][CH2:33][CH2:34][C:35]([O:37][CH2:38][CH3:39])=[O:36])=[O:31])=[N:28][CH:29]=2)[CH:19]=[C:20]([CH:22]=O)[CH:21]=1.[F:40][C:41]1[CH:46]=[CH:45][C:44]([C:47]2[CH:52]=[CH:51][C:50]([NH2:53])=[CH:49][CH:48]=2)=[CH:43][CH:42]=1.CC(O)=O. (2) Given the product [OH:28][CH2:27][CH2:26][CH2:25][CH2:24][CH2:23][CH2:22][CH2:21][CH2:20][CH2:19][CH2:18][C:5]1[CH2:6][CH2:7][CH2:8][C:3](=[O:2])[C:4]=1[CH3:29], predict the reactants needed to synthesize it. The reactants are: C1CO[C:3]2([CH2:8][CH2:7][CH2:6][C:5]([CH2:18][CH2:19][CH2:20][CH2:21][CH2:22][CH2:23][CH2:24][CH2:25][CH2:26][CH2:27][OH:28])(S(C3C=CC=CC=3)(=O)=O)[CH:4]2[CH3:29])[O:2]1.C(=O)(O)[O-].[Na+]. (3) Given the product [Cl:10][C:5]1[CH:4]=[CH:3][C:2]([C:19]2[CH2:24][CH2:23][N:22]([C:25]([O:27][C:28]([CH3:31])([CH3:30])[CH3:29])=[O:26])[CH2:21][CH:20]=2)=[N:7][C:6]=1[O:8][CH3:9], predict the reactants needed to synthesize it. The reactants are: Br[C:2]1[N:7]=[C:6]([O:8][CH3:9])[C:5]([Cl:10])=[CH:4][CH:3]=1.CC1(C)C(C)(C)OB([C:19]2[CH2:24][CH2:23][N:22]([C:25]([O:27][C:28]([CH3:31])([CH3:30])[CH3:29])=[O:26])[CH2:21][CH:20]=2)O1.C(=O)([O-])[O-].[Na+].[Na+].[Cl-].[NH4+]. (4) Given the product [Cl:1][C:2]1[CH:19]=[CH:18][C:5]2[N:6]([CH2:24][O:23][C:20](=[O:22])[CH3:21])[C:7](=[O:17])[CH2:8][N:9]=[C:10]([C:11]3[CH:16]=[CH:15][CH:14]=[CH:13][CH:12]=3)[C:4]=2[CH:3]=1, predict the reactants needed to synthesize it. The reactants are: [Cl:1][C:2]1[CH:19]=[CH:18][C:5]2[NH:6][C:7](=[O:17])[CH2:8][N:9]=[C:10]([C:11]3[CH:16]=[CH:15][CH:14]=[CH:13][CH:12]=3)[C:4]=2[CH:3]=1.[C:20]([O:23][CH2:24]Br)(=[O:22])[CH3:21]. (5) Given the product [CH3:12][C:9]1[CH:8]=[C:7]([CH3:13])[CH:6]=[C:5]2[C:10]=1[CH:11]=[C:2]([N:19]1[CH2:20][CH2:21][N:16]([CH3:15])[CH2:17][CH2:18]1)[NH:3][C:4]2=[O:14], predict the reactants needed to synthesize it. The reactants are: Cl[C:2]1[NH:3][C:4](=[O:14])[C:5]2[C:10]([CH:11]=1)=[C:9]([CH3:12])[CH:8]=[C:7]([CH3:13])[CH:6]=2.[CH3:15][N:16]1[CH2:21][CH2:20][NH:19][CH2:18][CH2:17]1. (6) The reactants are: [NH2:1][C:2]1[CH:7]=[CH:6][C:5]([N:8]2[C:16]3[C:11](=[CH:12][CH:13]=[CH:14][CH:15]=3)[C:10]([N:17]3[CH2:22][CH2:21][N:20](C(OC(C)(C)C)=O)[CH2:19][CH2:18]3)=[N:9]2)=[CH:4][CH:3]=1.O=C(Cl)[O:32][C:33](Cl)(Cl)Cl.C(N(CC)CC)C.[N:45]1[CH:50]=[CH:49][CH:48]=[C:47]([CH2:51][NH2:52])[CH:46]=1.C(O)(C(F)(F)F)=O. Given the product [N:17]1([C:10]2[C:11]3[C:16](=[CH:15][CH:14]=[CH:13][CH:12]=3)[N:8]([C:5]3[CH:4]=[CH:3][C:2]([NH:1][C:33]([NH:52][CH2:51][C:47]4[CH:46]=[N:45][CH:50]=[CH:49][CH:48]=4)=[O:32])=[CH:7][CH:6]=3)[N:9]=2)[CH2:18][CH2:19][NH:20][CH2:21][CH2:22]1, predict the reactants needed to synthesize it.